This data is from Experimentally validated miRNA-target interactions with 360,000+ pairs, plus equal number of negative samples. The task is: Binary Classification. Given a miRNA mature sequence and a target amino acid sequence, predict their likelihood of interaction. (1) The miRNA is hsa-miR-652-3p with sequence AAUGGCGCCACUAGGGUUGUG. The protein sequence of the target gene is MERKVLALQARKKRTKAKKDKAQRKSETQHRGSAPHSESDLPEQEEEILGSDDDEQEDPNDYCKGGYHLVKIGDLFNGRYHVIRKLGWGHFSTVWLSWDIQGKKFVAMKVVKSAEHYTETALDEIRLLKSVRNSDPNDPNREMVVQLLDDFKISGVNGTHICMVFEVLGHHLLKWIIKSNYQGLPLPCVKKIIQQVLQGLDYLHTKCRIIHTDIKPENILLSVNEQYIRRLAAEATEWQRSGAPPPSGSAVSTAPQPKPADKMSKNKKKKLKKKQKRQAELLEKRMQEIEEMEKESGPGQ.... Result: 1 (interaction). (2) The miRNA is hsa-miR-27a-3p with sequence UUCACAGUGGCUAAGUUCCGC. The protein sequence of the target gene is MGNSLLRENRRQQNTQEMPWNVRMQSPKQRTSRCWDHHIAEGCFCLPWKKILIFEKRQDSQNENERMSSTPIQDNVDQTYSEELCYTLINHRVLCTRPSGNSAEEYYENVPCKAERPRESLGGTETEYSLLHMPSTDPRHARSPEDEYELLMPHRISSHFLQQPRPLMAPSETQFSHL. Result: 1 (interaction). (3) The miRNA is mmu-miR-1a-3p with sequence UGGAAUGUAAAGAAGUAUGUAU. The protein sequence of the target gene is MDPPSPSRTSQTQPTATSPLTSYRWHTGGGGEKAAGGFRWGRFAGWGRALSHQEPMVSTQPAPRSIFRRVLSAPPKESRTSRLRLSKALWGRHKNPPPEPDPEPEQEAPELEPEPELEPPTPQIPEAPTPNVPVWDIGGFTLLDGKLVLLGGEEEGPRRPRVGSASSEGSIHVAMGNFRDPDRMPGKTEPETAGPNQVHNVRGLLKRLKEKKKARLEPRDGPPSALGSRESLATLSELDLGAERDVRIWPLHPSLLGEPHCFQVTWTGGSRCFSCRSAAERDRWIEDLRRQFQPTQDNVE.... Result: 0 (no interaction).